From a dataset of Merck oncology drug combination screen with 23,052 pairs across 39 cell lines. Regression. Given two drug SMILES strings and cell line genomic features, predict the synergy score measuring deviation from expected non-interaction effect. (1) Drug 1: O=c1[nH]cc(F)c(=O)[nH]1. Drug 2: NC1(c2ccc(-c3nc4ccn5c(=O)[nH]nc5c4cc3-c3ccccc3)cc2)CCC1. Cell line: RPMI7951. Synergy scores: synergy=13.8. (2) Drug 1: CC(C)CC(NC(=O)C(Cc1ccccc1)NC(=O)c1cnccn1)B(O)O. Drug 2: CNC(=O)c1cc(Oc2ccc(NC(=O)Nc3ccc(Cl)c(C(F)(F)F)c3)cc2)ccn1. Cell line: RKO. Synergy scores: synergy=-2.63. (3) Drug 1: C=CCn1c(=O)c2cnc(Nc3ccc(N4CCN(C)CC4)cc3)nc2n1-c1cccc(C(C)(C)O)n1. Drug 2: CC(C)CC(NC(=O)C(Cc1ccccc1)NC(=O)c1cnccn1)B(O)O. Cell line: UACC62. Synergy scores: synergy=-5.24. (4) Drug 1: O=c1[nH]cc(F)c(=O)[nH]1. Drug 2: Cn1nnc2c(C(N)=O)ncn2c1=O. Cell line: KPL1. Synergy scores: synergy=-32.0. (5) Drug 1: CN1C(=O)C=CC2(C)C3CCC4(C)C(NC(=O)OCC(F)(F)F)CCC4C3CCC12. Drug 2: CCc1c2c(nc3ccc(O)cc13)-c1cc3c(c(=O)n1C2)COC(=O)C3(O)CC. Cell line: A427. Synergy scores: synergy=3.40. (6) Drug 1: O=P1(N(CCCl)CCCl)NCCCO1. Drug 2: CC(C)CC(NC(=O)C(Cc1ccccc1)NC(=O)c1cnccn1)B(O)O. Cell line: MSTO. Synergy scores: synergy=14.0. (7) Drug 1: O=C(CCCCCCC(=O)Nc1ccccc1)NO. Drug 2: Cc1nc(Nc2ncc(C(=O)Nc3c(C)cccc3Cl)s2)cc(N2CCN(CCO)CC2)n1. Cell line: SKMES1. Synergy scores: synergy=-5.70.